The task is: Predict the reactants needed to synthesize the given product.. This data is from Full USPTO retrosynthesis dataset with 1.9M reactions from patents (1976-2016). Given the product [Cl:1][C:2]1[CH:3]=[C:4]([NH:19][S:28]([C:22]2[C:23]([F:27])=[CH:24][CH:25]=[CH:26][C:21]=2[F:20])(=[O:30])=[O:29])[CH:5]=[N:6][C:7]=1[O:8][C:9]1[CH:10]=[N:11][C:12]2[C:17]([CH:18]=1)=[CH:16][CH:15]=[CH:14][CH:13]=2, predict the reactants needed to synthesize it. The reactants are: [Cl:1][C:2]1[CH:3]=[C:4]([NH2:19])[CH:5]=[N:6][C:7]=1[O:8][C:9]1[CH:10]=[N:11][C:12]2[C:17]([CH:18]=1)=[CH:16][CH:15]=[CH:14][CH:13]=2.[F:20][C:21]1[CH:26]=[CH:25][CH:24]=[C:23]([F:27])[C:22]=1[S:28](Cl)(=[O:30])=[O:29].